This data is from Reaction yield outcomes from USPTO patents with 853,638 reactions. The task is: Predict the reaction yield, written as a fraction of the theoretical maximum amount of product (1.0 means a 100% yield; for example, 0.34 means a 34% yield). (1) The reactants are [F:1][C:2]1[CH:3]=[C:4]([NH2:32])[CH:5]=[CH:6][C:7]=1[O:8][C:9]1[CH:14]=[CH:13][N:12]=[C:11]2[N:15](COCC[Si](C)(C)C)[C:16]([C:18]3[CH:19]=[N:20][CH:21]=[CH:22][CH:23]=3)=[CH:17][C:10]=12.[F-].C([N+](CCCC)(CCCC)CCCC)CCC.NCCN. The catalyst is C1COCC1. The product is [F:1][C:2]1[CH:3]=[C:4]([NH2:32])[CH:5]=[CH:6][C:7]=1[O:8][C:9]1[CH:14]=[CH:13][N:12]=[C:11]2[NH:15][C:16]([C:18]3[CH:19]=[N:20][CH:21]=[CH:22][CH:23]=3)=[CH:17][C:10]=12. The yield is 0.920. (2) The reactants are C[Si]([N-][Si](C)(C)C)(C)C.[Na+].[CH3:11][N:12]1[CH2:17][CH:16]=[C:15]([C:18]2[C:26]3[C:21](=[N:22][CH:23]=[CH:24][CH:25]=3)[NH:20][CH:19]=2)[CH2:14][CH2:13]1.[C:27]1([S:33](Cl)(=[O:35])=[O:34])[CH:32]=[CH:31][CH:30]=[CH:29][CH:28]=1. The catalyst is C1COCC1. The product is [CH3:11][N:12]1[CH2:13][CH:14]=[C:15]([C:18]2[C:26]3[C:21](=[N:22][CH:23]=[CH:24][CH:25]=3)[N:20]([S:33]([C:27]3[CH:32]=[CH:31][CH:30]=[CH:29][CH:28]=3)(=[O:35])=[O:34])[CH:19]=2)[CH2:16][CH2:17]1. The yield is 0.510. (3) The reactants are [CH3:1][O:2][C:3]1[CH:4]=[C:5]2[C:10](=[CH:11][C:12]=1[O:13][CH3:14])[N:9]=[CH:8][N:7]=[C:6]2[O:15][C:16]1[CH:17]=[C:18]2[C:23](=[CH:24][CH:25]=1)[C:22]([C:26]([OH:28])=O)=[CH:21][CH:20]=[CH:19]2.[CH3:29][C:30]1[CH:35]=[CH:34][C:33]([NH2:36])=[C:32]([NH2:37])[CH:31]=1. No catalyst specified. The product is [NH2:37][C:32]1[CH:31]=[C:30]([CH3:29])[CH:35]=[CH:34][C:33]=1[NH:36][C:26]([C:22]1[C:23]2[C:18](=[CH:17][C:16]([O:15][C:6]3[C:5]4[C:10](=[CH:11][C:12]([O:13][CH3:14])=[C:3]([O:2][CH3:1])[CH:4]=4)[N:9]=[CH:8][N:7]=3)=[CH:25][CH:24]=2)[CH:19]=[CH:20][CH:21]=1)=[O:28]. The yield is 0.820. (4) The reactants are [Cl:1][C:2]1[CH:7]=[CH:6][C:5]([O:8]C)=[CH:4][C:3]=1[C:10]1[C:34]([CH3:35])=[CH:33][C:13]2[N:14]=[C:15]([NH:18][C:19]3[CH:24]=[CH:23][C:22]([O:25][CH2:26][CH2:27][N:28]4[CH2:32][CH2:31][CH2:30][CH2:29]4)=[CH:21][CH:20]=3)[N:16]=[N:17][C:12]=2[CH:11]=1.B(Br)(Br)Br. The catalyst is C(Cl)Cl. The product is [Cl:1][C:2]1[CH:7]=[CH:6][C:5]([OH:8])=[CH:4][C:3]=1[C:10]1[C:34]([CH3:35])=[CH:33][C:13]2[N:14]=[C:15]([NH:18][C:19]3[CH:24]=[CH:23][C:22]([O:25][CH2:26][CH2:27][N:28]4[CH2:32][CH2:31][CH2:30][CH2:29]4)=[CH:21][CH:20]=3)[N:16]=[N:17][C:12]=2[CH:11]=1. The yield is 0.930. (5) The reactants are [F:1][C:2]1[CH:7]=[CH:6][CH:5]=[C:4]([F:8])[C:3]=1[N:9]1[C:14]2[N:15]=[C:16]([NH:28][CH2:29][CH2:30][N:31]([CH3:33])[CH3:32])[N:17]=[C:18]([C:19]3[CH:20]=[C:21]([CH:25]=[CH:26][CH:27]=3)[C:22](O)=[O:23])[C:13]=2[CH2:12][NH:11][C:10]1=[O:34].[NH2:35][C:36]1[CH:41]=[CH:40][CH:39]=[CH:38][CH:37]=1.CN(C(ON1N=NC2C=CC=NC1=2)=[N+](C)C)C.F[P-](F)(F)(F)(F)F.C(N(C(C)C)CC)(C)C. The catalyst is C(Cl)Cl.O. The product is [F:1][C:2]1[CH:7]=[CH:6][CH:5]=[C:4]([F:8])[C:3]=1[N:9]1[C:14]2[N:15]=[C:16]([NH:28][CH2:29][CH2:30][N:31]([CH3:32])[CH3:33])[N:17]=[C:18]([C:19]3[CH:20]=[C:21]([CH:25]=[CH:26][CH:27]=3)[C:22]([NH:35][C:36]3[CH:41]=[CH:40][CH:39]=[CH:38][CH:37]=3)=[O:23])[C:13]=2[CH2:12][NH:11][C:10]1=[O:34]. The yield is 0.560. (6) The reactants are [Cl:1][C:2]1[CH:3]=[C:4]([C:9]([N:11]2[CH2:16][CH2:15][CH2:14][CH:13]([CH2:17][CH3:18])[CH2:12]2)=[O:10])[CH:5]=[N:6][C:7]=1Cl.[NH2:19][C:20]1[CH:21]=[CH:22][C:23]([O:26][CH3:27])=[N:24][CH:25]=1.C1C=CC(P(C2C(C3C(P(C4C=CC=CC=4)C4C=CC=CC=4)=CC=C4C=3C=CC=C4)=C3C(C=CC=C3)=CC=2)C2C=CC=CC=2)=CC=1.C(=O)([O-])[O-].[K+].[K+]. The catalyst is C1(C)C=CC=CC=1.CC([O-])=O.CC([O-])=O.[Pd+2].CCOC(C)=O. The product is [Cl:1][C:2]1[CH:3]=[C:4]([C:9]([N:11]2[CH2:16][CH2:15][CH2:14][CH:13]([CH2:17][CH3:18])[CH2:12]2)=[O:10])[CH:5]=[N:6][C:7]=1[NH:19][C:20]1[CH:25]=[N:24][C:23]([O:26][CH3:27])=[CH:22][CH:21]=1. The yield is 0.150.